Dataset: Rat liver microsome stability data. Task: Regression/Classification. Given a drug SMILES string, predict its absorption, distribution, metabolism, or excretion properties. Task type varies by dataset: regression for continuous measurements (e.g., permeability, clearance, half-life) or binary classification for categorical outcomes (e.g., BBB penetration, CYP inhibition). Dataset: rlm. (1) The compound is Cc1cc(SCC(=O)c2ccccc2)n2ncc(-c3ccccc3)c2n1. The result is 1 (stable in rat liver microsomes). (2) The molecule is COc1ccc(C=C2C(=O)Nc3ccccc32)cc1O. The result is 0 (unstable in rat liver microsomes).